Dataset: Retrosynthesis with 50K atom-mapped reactions and 10 reaction types from USPTO. Task: Predict the reactants needed to synthesize the given product. (1) Given the product COc1cc(Br)ccc1C(=O)NCc1ccccc1, predict the reactants needed to synthesize it. The reactants are: COc1cc(Br)ccc1C(=O)Cl.NCc1ccccc1. (2) Given the product N#CC(C#N)Cc1ccc(OC(F)(F)F)cc1, predict the reactants needed to synthesize it. The reactants are: N#CC(C#N)=Cc1ccc(OC(F)(F)F)cc1.